Regression. Given a peptide amino acid sequence and an MHC pseudo amino acid sequence, predict their binding affinity value. This is MHC class II binding data. From a dataset of Peptide-MHC class II binding affinity with 134,281 pairs from IEDB. (1) The peptide sequence is AAFQAAHARFVAAAA. The MHC is HLA-DPA10103-DPB10301 with pseudo-sequence HLA-DPA10103-DPB10301. The binding affinity (normalized) is 0.797. (2) The peptide sequence is CVYNMMGKREKKLSE. The MHC is HLA-DQA10501-DQB10303 with pseudo-sequence HLA-DQA10501-DQB10303. The binding affinity (normalized) is 0. (3) The binding affinity (normalized) is 0.330. The MHC is HLA-DQA10501-DQB10301 with pseudo-sequence HLA-DQA10501-DQB10301. The peptide sequence is EKKYFAATQFEPLHA.